Task: Predict the product of the given reaction.. Dataset: Forward reaction prediction with 1.9M reactions from USPTO patents (1976-2016) (1) Given the reactants CN(CCN(C)C)C.[C:9]1([CH3:22])[CH:14]=[C:13]([CH3:15])[CH:12]=[C:11]([CH3:16])[C:10]=1[N:17]1[CH:21]=[CH:20][N:19]=[CH:18]1.C([Li])CCC.[CH:28]1([P:34]([CH:36]2[CH2:41][CH2:40][CH2:39][CH2:38][CH2:37]2)Cl)[CH2:33][CH2:32][CH2:31][CH2:30][CH2:29]1, predict the reaction product. The product is: [C:9]1([CH3:22])[CH:14]=[C:13]([CH3:15])[CH:12]=[C:11]([CH3:16])[C:10]=1[N:17]1[CH:21]=[CH:20][N:19]=[C:18]1[P:34]([CH:36]1[CH2:37][CH2:38][CH2:39][CH2:40][CH2:41]1)[CH:28]1[CH2:33][CH2:32][CH2:31][CH2:30][CH2:29]1. (2) Given the reactants [OH-].[Na+].[CH2:3]([O:7][C:8]1[CH:13]=[C:12]([CH2:14][CH2:15][C:16]([O:18]C)=[O:17])[CH:11]=[CH:10][C:9]=1[C:20]1[CH:25]=[CH:24][CH:23]=[C:22]([N:26]([CH3:37])[C:27]([NH:29][CH2:30][CH2:31][CH2:32][CH2:33][CH2:34][CH2:35][CH3:36])=[O:28])[CH:21]=1)[CH2:4][CH2:5][CH3:6], predict the reaction product. The product is: [CH2:3]([O:7][C:8]1[CH:13]=[C:12]([CH2:14][CH2:15][C:16]([OH:18])=[O:17])[CH:11]=[CH:10][C:9]=1[C:20]1[CH:25]=[CH:24][CH:23]=[C:22]([N:26]([CH3:37])[C:27]([NH:29][CH2:30][CH2:31][CH2:32][CH2:33][CH2:34][CH2:35][CH3:36])=[O:28])[CH:21]=1)[CH2:4][CH2:5][CH3:6]. (3) Given the reactants C1([NH:7][C:8]([C:10]2[C:18]3[C:17]4[CH:19]=[C:20]([NH2:23])[CH:21]=[CH:22][C:16]=4[O:15][C:14]=3[C:13]([O:24][CH3:25])=[CH:12][CH:11]=2)=[O:9])C=CC=CC=1.[C:26](Cl)(=[O:28])[CH3:27].N1[CH:35]=[CH:34][CH:33]=[CH:32][CH:31]=1.[CH2:36]1COCC1, predict the reaction product. The product is: [C:31]1([C:11]2[CH:12]=[C:13]([O:24][CH3:25])[C:14]3[O:15][C:16]4[CH:22]=[CH:21][C:20]([NH:23][C:26](=[O:28])[CH3:27])=[CH:19][C:17]=4[C:18]=3[C:10]=2[C:8]([NH2:7])=[O:9])[CH:36]=[CH:35][CH:34]=[CH:33][CH:32]=1. (4) Given the reactants [CH3:1][O:2][C:3]1[CH:4]=[CH:5][C:6]([N:11]2[CH:15]=[C:14]([CH3:16])[N:13]=[CH:12]2)=[C:7]([CH:10]=1)[C:8]#[N:9].[CH3:17][N+:18]([CH3:20])=[CH2:19].[I-], predict the reaction product. The product is: [CH3:17][N:18]([CH2:20][C:15]1[N:11]([C:6]2[CH:5]=[CH:4][C:3]([O:2][CH3:1])=[CH:10][C:7]=2[C:8]#[N:9])[CH:12]=[N:13][C:14]=1[CH3:16])[CH3:19]. (5) Given the reactants [S:1]([N:11]1[C:15]2[N:16]=[CH:17][C:18]3[N:19]([C:20]([C:23]45[CH2:30][CH2:29][C:26]([NH2:31])([CH2:27][CH2:28]4)[CH2:25][CH2:24]5)=[N:21][N:22]=3)[C:14]=2[CH:13]=[CH:12]1)([C:4]1[CH:10]=[CH:9][C:7]([CH3:8])=[CH:6][CH:5]=1)(=[O:3])=[O:2].[CH:32]1([S:35](Cl)(=[O:37])=[O:36])[CH2:34][CH2:33]1, predict the reaction product. The product is: [S:1]([N:11]1[C:15]2[N:16]=[CH:17][C:18]3[N:19]([C:20]([C:23]45[CH2:30][CH2:29][C:26]([NH:31][S:35]([CH:32]6[CH2:34][CH2:33]6)(=[O:37])=[O:36])([CH2:27][CH2:28]4)[CH2:25][CH2:24]5)=[N:21][N:22]=3)[C:14]=2[CH:13]=[CH:12]1)([C:4]1[CH:10]=[CH:9][C:7]([CH3:8])=[CH:6][CH:5]=1)(=[O:3])=[O:2]. (6) Given the reactants C(OC(N1CC2C([CH2:11][N:12]([CH2:16][C:17]3[S:18][C:19]4[N:20]=[C:21]([Cl:32])[N:22]=[C:23]([N:26]5[CH2:31][CH2:30][O:29][CH2:28][CH2:27]5)[C:24]=4[N:25]=3)[CH2:13]2)C1)=O)(C)(C)C.[CH3:33][C@H:34]1CN[CH2:37][C@@H:36](C)[NH:35]1, predict the reaction product. The product is: [Cl:32][C:21]1[N:22]=[C:23]([N:26]2[CH2:27][CH2:28][O:29][CH2:30][CH2:31]2)[C:24]2[N:25]=[C:17]([CH2:16][N:12]3[CH2:13][C@H:36]([CH3:37])[NH:35][C@H:34]([CH3:33])[CH2:11]3)[S:18][C:19]=2[N:20]=1. (7) Given the reactants Cl[C:2]1[C:11]2[C:6](=CC(OC)=[C:9](OC)[CH:10]=2)N=CC=1.[N+:16]([C:19]1[CH:24]=[CH:23][CH:22]=[CH:21][C:20]=1O)([O-:18])=[O:17].CN(C1C=CC=CN=1)C.[N:35]1[C:40](C)=[CH:39][CH:38]=[CH:37][C:36]=1[CH3:42].C(=O)([O-])[O-:44].[K+].[K+], predict the reaction product. The product is: [CH3:6][C:11]1[CH:2]=[C:37]2[C:36](=[CH:42][C:10]=1[CH3:9])[N:35]=[CH:40][CH:39]=[C:38]2[O:44][C:22]1[CH:23]=[CH:24][C:19]([N+:16]([O-:18])=[O:17])=[CH:20][CH:21]=1. (8) Given the reactants [NH:1]1[C:5]2[CH:6]=[CH:7][CH:8]=[CH:9][C:4]=2[N:3]=[N:2]1.[C:10]1([CH:16]2[C:19]3([CH2:21][O:20]3)[O:18][CH2:17]2)[CH:15]=[CH:14][CH:13]=[CH:12][CH:11]=1, predict the reaction product. The product is: [N:1]1[N:2]([C:19]2([CH2:21][OH:20])[CH:16]([C:10]3[CH:15]=[CH:14][CH:13]=[CH:12][CH:11]=3)[CH2:17][O:18]2)[N:3]=[C:4]2[CH:9]=[CH:8][CH:7]=[CH:6][C:5]=12. (9) Given the reactants Br[C:2]1[C:3]2[N:10]([CH2:11][CH3:12])[C:9]([C:13]3[C:14]([NH2:18])=[N:15][O:16][N:17]=3)=[N:8][C:4]=2[CH:5]=[N:6][CH:7]=1.C1(P(C2C=CC=CC=2)C2C=CC3C(=CC=CC=3)C=2C2C3C(=CC=CC=3)C=CC=2P(C2C=CC=CC=2)C2C=CC=CC=2)C=CC=CC=1.[NH2:65][C:66]1[CH:71]=[CH:70][CH:69]=[CH:68][CH:67]=1.CC(C)([O-])C.[Na+], predict the reaction product. The product is: [NH2:18][C:14]1[C:13]([C:9]2[N:10]([CH2:11][CH3:12])[C:3]3[C:2]([NH:65][C:66]4[CH:71]=[CH:70][CH:69]=[CH:68][CH:67]=4)=[CH:7][N:6]=[CH:5][C:4]=3[N:8]=2)=[N:17][O:16][N:15]=1. (10) Given the reactants Br[C:2]1[CH:3]=[C:4]2[N:10]=[C:9]([CH3:11])[N:8]([CH3:12])[C:5]2=[N:6][CH:7]=1.[B:13]1([B:13]2[O:17][C:16]([CH3:19])([CH3:18])[C:15]([CH3:21])([CH3:20])[O:14]2)[O:17][C:16]([CH3:19])([CH3:18])[C:15]([CH3:21])([CH3:20])[O:14]1.C(Cl)Cl.CC([O-])=O.[K+], predict the reaction product. The product is: [CH3:11][C:9]1[N:8]([CH3:12])[C:5]2=[N:6][CH:7]=[C:2]([B:13]3[O:17][C:16]([CH3:19])([CH3:18])[C:15]([CH3:21])([CH3:20])[O:14]3)[CH:3]=[C:4]2[N:10]=1.